This data is from Forward reaction prediction with 1.9M reactions from USPTO patents (1976-2016). The task is: Predict the product of the given reaction. (1) Given the reactants [CH2:1]([O:8][C:9]1[C:25]([O:26][CH3:27])=[CH:24][C:12]([C:13]([N:15]2[CH2:19][CH2:18][CH2:17][C@H:16]2[C:20](OC)=[O:21])=[O:14])=[C:11]([N+:28]([O-:30])=[O:29])[CH:10]=1)[C:2]1[CH:7]=[CH:6][CH:5]=[CH:4][CH:3]=1.CC(C[AlH]CC(C)C)C, predict the reaction product. The product is: [CH2:1]([O:8][C:9]1[C:25]([O:26][CH3:27])=[CH:24][C:12]([C:13]([N:15]2[CH2:19][CH2:18][CH2:17][C@H:16]2[CH:20]=[O:21])=[O:14])=[C:11]([N+:28]([O-:30])=[O:29])[CH:10]=1)[C:2]1[CH:3]=[CH:4][CH:5]=[CH:6][CH:7]=1. (2) The product is: [F:19][C:13]1[CH:14]=[CH:15][CH:16]=[C:17]([F:18])[C:12]=1[CH2:11][N:9]1[CH:10]=[C:6]([NH2:5])[N:7]=[N:8]1. Given the reactants C(OC(=O)[NH:5][C:6]1[N:7]=[N:8][N:9]([CH2:11][C:12]2[C:17]([F:18])=[CH:16][CH:15]=[CH:14][C:13]=2[F:19])[CH:10]=1)C.[OH-].[Na+].CCO.Cl, predict the reaction product.